Dataset: Catalyst prediction with 721,799 reactions and 888 catalyst types from USPTO. Task: Predict which catalyst facilitates the given reaction. (1) Reactant: [Cl:1][C:2]1[C:14]([F:15])=[C:13]2[C:5]([C:6]3[C:7](=[O:24])[C:8]4[CH:21]=[CH:20][C:19]([O:22]C)=[CH:18][C:9]=4[C:10]([CH3:17])([CH3:16])[C:11]=3[NH:12]2)=[CH:4][CH:3]=1.[Cl-].[NH+]1C=CC=CC=1. Product: [Cl:1][C:2]1[C:14]([F:15])=[C:13]2[C:5]([C:6]3[C:7](=[O:24])[C:8]4[CH:21]=[CH:20][C:19]([OH:22])=[CH:18][C:9]=4[C:10]([CH3:17])([CH3:16])[C:11]=3[NH:12]2)=[CH:4][CH:3]=1. The catalyst class is: 6. (2) Reactant: [Cl:1][C:2]1[CH:17]=[CH:16][C:15]([Cl:18])=[CH:14][C:3]=1[CH2:4][N:5]1[C:9]([C:10]([O:12][CH3:13])=[O:11])=[CH:8][N:7]=[CH:6]1.N(C(C)(C)C#N)=NC(C)(C)C#N.[Br:31]N1C(=O)CCC1=O.O. Product: [Br:31][C:6]1[N:5]([CH2:4][C:3]2[CH:14]=[C:15]([Cl:18])[CH:16]=[CH:17][C:2]=2[Cl:1])[C:9]([C:10]([O:12][CH3:13])=[O:11])=[CH:8][N:7]=1. The catalyst class is: 53. (3) The catalyst class is: 10. Reactant: [Cl:1][C:2]1[CH:7]=[C:6]([N+:8]([O-:10])=[O:9])[CH:5]=[CH:4][C:3]=1[OH:11].Cl.Cl[CH2:14][C:15]1[CH:20]=[CH:19][CH:18]=[CH:17][N:16]=1.C(=O)([O-])[O-].[Cs+].[Cs+].[I-].[Na+]. Product: [Cl:1][C:2]1[CH:7]=[C:6]([N+:8]([O-:10])=[O:9])[CH:5]=[CH:4][C:3]=1[O:11][CH2:14][C:15]1[CH:20]=[CH:19][CH:18]=[CH:17][N:16]=1. (4) Reactant: [Cl:1][C:2]1[CH:3]=[C:4]([NH:9][C:10](=S)[NH:11][C:12]2[N:17]=[C:16]([NH:18][CH2:19][CH2:20][CH2:21][N:22]([CH3:24])[CH3:23])[CH:15]=[C:14]([CH3:25])[N:13]=2)[CH:5]=[CH:6][C:7]=1[Cl:8].[I-].Cl[C:29]1C=CC=C[N+:30]=1C.C(N(CC)CC)C.CN. Product: [Cl:1][C:2]1[CH:3]=[C:4]([NH:9][C:10](=[N:30][CH3:29])[NH:11][C:12]2[N:17]=[C:16]([NH:18][CH2:19][CH2:20][CH2:21][N:22]([CH3:24])[CH3:23])[CH:15]=[C:14]([CH3:25])[N:13]=2)[CH:5]=[CH:6][C:7]=1[Cl:8]. The catalyst class is: 3. (5) Product: [Br:23][C:21]1[CH:20]=[CH:19][C:18]([F:24])=[C:17]([C@:2]2([CH3:16])[C:3]([F:15])([F:14])[C:4]([CH3:13])([CH3:5])[O:6][CH2:7][C:8](=[O:9])[NH:1]2)[CH:22]=1. The catalyst class is: 11. Reactant: [NH2:1][C@@:2]([C:17]1[CH:22]=[C:21]([Br:23])[CH:20]=[CH:19][C:18]=1[F:24])([CH3:16])[C:3]([F:15])([F:14])[C:4]([CH3:13])([O:6][CH2:7][C:8](OCC)=[O:9])[CH3:5].C[Al](C)C.C([O-])(O)=O.[Na+].